From a dataset of Reaction yield outcomes from USPTO patents with 853,638 reactions. Predict the reaction yield, written as a fraction of the theoretical maximum amount of product (1.0 means a 100% yield; for example, 0.34 means a 34% yield). (1) The reactants are [F:1][C:2]1[C:3]([CH2:23][N:24](C)[C:25](=O)OC(C)(C)C)=[CH:4][N:5]([S:14]([C:17]2[CH:22]=[CH:21][CH:20]=[CH:19][N:18]=2)(=[O:16])=[O:15])[C:6]=1[C:7]1[C:8]([F:13])=[N:9][CH:10]=[CH:11][CH:12]=1.C(OCC)(=O)C.[ClH:39]. The catalyst is C(OCC)(=O)C.C(O)C. The product is [ClH:39].[F:1][C:2]1[C:3]([CH2:23][NH:24][CH3:25])=[CH:4][N:5]([S:14]([C:17]2[CH:22]=[CH:21][CH:20]=[CH:19][N:18]=2)(=[O:16])=[O:15])[C:6]=1[C:7]1[C:8]([F:13])=[N:9][CH:10]=[CH:11][CH:12]=1. The yield is 0.920. (2) The reactants are C[O:2][C:3](=[O:36])[CH2:4][CH2:5][C:6]1[CH:11]=[CH:10][C:9]([O:12][C:13]2[CH:18]=[CH:17][CH:16]=[C:15]([O:19][C:20]3[CH:25]=[CH:24][C:23]([Cl:26])=[CH:22][C:21]=3[O:27][C:28]3[CH:33]=[CH:32][CH:31]=[CH:30][C:29]=3[F:34])[CH:14]=2)=[CH:8][C:7]=1[CH3:35].[OH-].[Na+]. The catalyst is CO. The product is [Cl:26][C:23]1[CH:24]=[CH:25][C:20]([O:19][C:15]2[CH:14]=[C:13]([CH:18]=[CH:17][CH:16]=2)[O:12][C:9]2[CH:10]=[CH:11][C:6]([CH2:5][CH2:4][C:3]([OH:36])=[O:2])=[C:7]([CH3:35])[CH:8]=2)=[C:21]([O:27][C:28]2[CH:33]=[CH:32][CH:31]=[CH:30][C:29]=2[F:34])[CH:22]=1. The yield is 0.870. (3) The reactants are [F:1][C:2]1[CH:17]=[C:16]([CH:18]=O)[CH:15]=[CH:14][C:3]=1[O:4][C:5]1[N:6]=[CH:7][C:8]([C:11]([NH2:13])=[O:12])=[N:9][CH:10]=1.[O:20]1[CH2:25][CH2:24][CH:23]([CH2:26][CH2:27][NH2:28])[CH2:22][CH2:21]1.[BH4-].[Na+]. The catalyst is CO. The product is [F:1][C:2]1[CH:17]=[C:16]([CH2:18][NH:28][CH2:27][CH2:26][CH:23]2[CH2:24][CH2:25][O:20][CH2:21][CH2:22]2)[CH:15]=[CH:14][C:3]=1[O:4][C:5]1[N:6]=[CH:7][C:8]([C:11]([NH2:13])=[O:12])=[N:9][CH:10]=1. The yield is 0.670. (4) The product is [C:1]([CH:5]1[CH2:10][CH2:9][CH:8]([NH2:12])[CH2:7][CH2:6]1)([CH3:4])([CH3:3])[CH3:2]. The reactants are [C:1]([CH:5]1[CH2:10][CH2:9][C:8](=O)[CH2:7][CH2:6]1)([CH3:4])([CH3:3])[CH3:2].[NH3:12].CO. The yield is 0.240. The catalyst is [Pd]. (5) The catalyst is CO.[Pd]. The reactants are C(OC([N:11]1[CH2:16][CH2:15][CH:14]([C:17](=[O:34])[NH:18][C:19]2[CH:24]=[C:23]([C:25]3[C:30]([O:31][CH3:32])=[CH:29][CH:28]=[CH:27][C:26]=3[F:33])[N:22]=[CH:21][N:20]=2)[CH2:13][CH2:12]1)=O)C1C=CC=CC=1. The product is [F:33][C:26]1[CH:27]=[CH:28][CH:29]=[C:30]([O:31][CH3:32])[C:25]=1[C:23]1[N:22]=[CH:21][N:20]=[C:19]([NH:18][C:17]([CH:14]2[CH2:13][CH2:12][NH:11][CH2:16][CH2:15]2)=[O:34])[CH:24]=1. The yield is 0.810. (6) The reactants are [N+:1]([C:4]1[CH:9]=[CH:8][CH:7]=[CH:6][C:5]=1[OH:10])([O-:3])=[O:2].C(=O)([O-])[O-].[K+].[K+].[CH:17](Br)([CH3:19])[CH3:18]. The catalyst is CN(C)C=O.CC(C)=O. The product is [CH:17]([O:10][C:5]1[CH:6]=[CH:7][CH:8]=[CH:9][C:4]=1[N+:1]([O-:3])=[O:2])([CH3:19])[CH3:18]. The yield is 0.880.